From a dataset of Full USPTO retrosynthesis dataset with 1.9M reactions from patents (1976-2016). Predict the reactants needed to synthesize the given product. (1) Given the product [F:35][C:34]([F:37])([F:36])[S:31]([O:1][C:2]1[CH:7]=[CH:6][C:5]2[CH2:8][O:9][C@@H:10]3[C@H:14]([C:4]=2[CH:3]=1)[CH2:13][N:12]([C:15]([O:17][C:18]([CH3:21])([CH3:20])[CH3:19])=[O:16])[CH2:11]3)(=[O:33])=[O:32], predict the reactants needed to synthesize it. The reactants are: [OH:1][C:2]1[CH:7]=[CH:6][C:5]2[CH2:8][O:9][C@@H:10]3[C@H:14]([C:4]=2[CH:3]=1)[CH2:13][N:12]([C:15]([O:17][C:18]([CH3:21])([CH3:20])[CH3:19])=[O:16])[CH2:11]3.[H-].[Na+].C1(N[S:31]([C:34]([F:37])([F:36])[F:35])(=[O:33])=[O:32])C=CC=CC=1. (2) Given the product [F:29][C:21]1[CH:22]=[C:23]([N+:26]([O-:28])=[O:27])[CH:24]=[CH:25][C:20]=1[O:19][C:16]1[CH:15]=[CH:14][N:13]=[C:12]2[CH:11]=[C:10]([C:7]3[N:8]([CH3:9])[C:4]([CH:3]=[O:2])=[CH:5][N:6]=3)[S:18][C:17]=12, predict the reactants needed to synthesize it. The reactants are: C[O:2][CH:3](OC)[C:4]1[N:8]([CH3:9])[C:7]([C:10]2[S:18][C:17]3[C:12](=[N:13][CH:14]=[CH:15][C:16]=3[O:19][C:20]3[CH:25]=[CH:24][C:23]([N+:26]([O-:28])=[O:27])=[CH:22][C:21]=3[F:29])[CH:11]=2)=[N:6][CH:5]=1.Cl. (3) Given the product [S:1]1[C:5]([NH:31][C:34](=[O:19])[O:40][C:36]([CH3:39])([CH3:38])[CH3:37])=[CH:4][C:3]2[CH2:9][CH2:10][CH2:11][C:2]1=2, predict the reactants needed to synthesize it. The reactants are: [S:1]1[C:5](C(O)=O)=[CH:4][C:3]2[CH2:9][CH2:10][CH2:11][C:2]1=2.C1C=CC(P(N=[N+]=[N-])(C2C=CC=CC=2)=[O:19])=CC=1.C([N:31]([CH2:34]C)CC)C.[C:36]([OH:40])([CH3:39])([CH3:38])[CH3:37]. (4) Given the product [NH2:1][C@@H:2]([C:7]([OH:9])=[O:8])[C:3]([CH3:6])([CH3:5])[CH3:4], predict the reactants needed to synthesize it. The reactants are: [NH2:1][CH:2]([C:7]([OH:9])=[O:8])[C:3]([CH3:6])([CH3:5])[CH3:4].O.C([C@](C(O)=O)(O)[C@](C(=O)C1C=CC=CC=1)(O)C(O)=O)(=O)C1C=CC=CC=1. (5) Given the product [ClH:57].[ClH:57].[CH2:48]([O:47][C:30]1[CH:29]=[CH:28][C:27]([S:24]([N:21]2[CH2:22][CH2:23][N:18]([CH2:17][CH2:16][O:15][C:13](=[O:14])[C@H:9]([CH:10]([CH3:11])[CH3:12])[NH2:8])[CH2:19][CH2:20]2)(=[O:26])=[O:25])=[CH:32][C:31]=1[C:33]1[NH:34][C:35](=[O:46])[C:36]2[N:41]([CH3:42])[CH:40]=[C:39]([CH2:43][CH2:44][CH3:45])[C:37]=2[N:38]=1)[CH3:49], predict the reactants needed to synthesize it. The reactants are: C(OC([NH:8][C@H:9]([C:13]([O:15][CH2:16][CH2:17][N:18]1[CH2:23][CH2:22][N:21]([S:24]([C:27]2[CH:28]=[CH:29][C:30]([O:47][CH2:48][CH3:49])=[C:31]([C:33]3[NH:34][C:35](=[O:46])[C:36]4[N:41]([CH3:42])[CH:40]=[C:39]([CH2:43][CH2:44][CH3:45])[C:37]=4[N:38]=3)[CH:32]=2)(=[O:26])=[O:25])[CH2:20][CH2:19]1)=[O:14])[CH:10]([CH3:12])[CH3:11])=O)(C)(C)C.C(C(O)=O)(F)(F)F.[ClH:57]. (6) Given the product [NH2:1][C:2]1[C:15]2[C:14](=[O:16])[C:13]3[C:8](=[CH:9][CH:10]=[CH:11][CH:12]=3)[C:7](=[O:17])[C:6]=2[CH:5]=[CH:4][C:3]=1[NH:18][C:21](=[O:22])[CH2:20][Cl:19], predict the reactants needed to synthesize it. The reactants are: [NH2:1][C:2]1[C:15]2[C:14](=[O:16])[C:13]3[C:8](=[CH:9][CH:10]=[CH:11][CH:12]=3)[C:7](=[O:17])[C:6]=2[CH:5]=[CH:4][C:3]=1[NH2:18].[Cl:19][CH2:20][C:21](Cl)=[O:22].C(OCC)(=O)C.CCCCCC. (7) Given the product [CH3:36][C:24]1[CH:23]=[C:22]([NH:21][C:14]2[C:13]3[C:18](=[CH:19][CH:20]=[C:11]([NH:10][C:8](=[O:9])[CH2:7][CH2:6][NH:5][C:3](=[O:4])[CH2:2][N:41]4[CH2:42][CH2:43][N:38]([CH3:37])[CH2:39][CH2:40]4)[CH:12]=3)[N:17]=[CH:16][N:15]=2)[CH:27]=[CH:26][C:25]=1[O:28][C:29]1[CH:30]=[N:31][C:32]([CH3:35])=[CH:33][CH:34]=1, predict the reactants needed to synthesize it. The reactants are: Cl[CH2:2][C:3]([NH:5][CH2:6][CH2:7][C:8]([NH:10][C:11]1[CH:12]=[C:13]2[C:18](=[CH:19][CH:20]=1)[N:17]=[CH:16][N:15]=[C:14]2[NH:21][C:22]1[CH:27]=[CH:26][C:25]([O:28][C:29]2[CH:30]=[N:31][C:32]([CH3:35])=[CH:33][CH:34]=2)=[C:24]([CH3:36])[CH:23]=1)=[O:9])=[O:4].[CH3:37][N:38]1[CH2:43][CH2:42][NH:41][CH2:40][CH2:39]1. (8) Given the product [N+:26]([C:25]1[CH:24]=[CH:23][S:22][C:21]=1[C:6]1[CH:11]=[N:10][CH:9]=[CH:8][N:7]=1)([O-:28])=[O:27], predict the reactants needed to synthesize it. The reactants are: C([Sn](CCCC)(CCCC)[C:6]1[CH:11]=[N:10][CH:9]=[CH:8][N:7]=1)CCC.Cl[C:21]1[S:22][CH:23]=[CH:24][C:25]=1[N+:26]([O-:28])=[O:27]. (9) Given the product [NH:1]1[C:9]2[C:4](=[CH:5][C:6]([C:10]([NH:15][NH2:16])=[O:12])=[CH:7][CH:8]=2)[CH:3]=[CH:2]1, predict the reactants needed to synthesize it. The reactants are: [NH:1]1[C:9]2[C:4](=[CH:5][C:6]([C:10]([O:12]C)=O)=[CH:7][CH:8]=2)[CH:3]=[CH:2]1.O.[NH2:15][NH2:16].